From a dataset of Reaction yield outcomes from USPTO patents with 853,638 reactions. Predict the reaction yield, written as a fraction of the theoretical maximum amount of product (1.0 means a 100% yield; for example, 0.34 means a 34% yield). (1) The reactants are [Cl:1][C:2]1[CH:7]=[CH:6][C:5](SC)=[CH:4][CH:3]=1.N1C(=O)NC(=O)N[C:11]1=O.Cl[O-].[Na+].[S:22]([O-:25])([O-])=[O:23].[Na+].[Na+]. The catalyst is O.C1(C)C=CC=CC=1. The product is [Cl:1][C:2]1[CH:7]=[CH:6][C:5]([S:22]([CH3:11])(=[O:25])=[O:23])=[CH:4][CH:3]=1. The yield is 0.980. (2) The reactants are C1(S([N:10]2[C:18]3[C:13](=[C:14]([O:21][CH3:22])[C:15]([O:19][CH3:20])=[CH:16][CH:17]=3)[CH:12]=[C:11]2[C:23]2[CH2:27][CH2:26][CH2:25][CH:24]=2)(=O)=O)C=CC=CC=1.[OH-].[Na+]. The catalyst is CCO. The product is [C:23]1([C:11]2[NH:10][C:18]3[C:13]([CH:12]=2)=[C:14]([O:21][CH3:22])[C:15]([O:19][CH3:20])=[CH:16][CH:17]=3)[CH2:27][CH2:26][CH2:25][CH:24]=1. The yield is 0.970. (3) The yield is 0.730. The product is [OH:8][CH2:9][CH2:10][CH2:11][N:12]1[C:16](=[O:17])[CH2:15][NH:14][C:13]1=[O:18]. The reactants are C([O:8][CH2:9][CH2:10][CH2:11][N:12]1[C:16](=[O:17])[CH2:15][NH:14][C:13]1=[O:18])C1C=CC=CC=1. The catalyst is CO. (4) The reactants are [OH:1][C:2]1[C:3]([CH3:11])=[C:4]([CH:8]=[CH:9][CH:10]=1)[C:5]([O-:7])=[O:6].[CH2:12](Br)[CH:13]=[CH2:14].[C:16](=O)([O-])[O-].[Cs+].[Cs+]. The catalyst is CN(C)C=O. The product is [CH3:11][C:3]1[C:2]([O:1][CH2:12][CH:13]=[CH2:14])=[CH:10][CH:9]=[CH:8][C:4]=1[C:5]([O:7][CH3:16])=[O:6]. The yield is 1.00. (5) The yield is 1.00. The reactants are C[O:2][C:3]([C:5]1[C:6]2[CH2:7][CH:8]([C:20]3[CH:25]=[CH:24][C:23]([O:26][CH3:27])=[CH:22][CH:21]=3)[CH:9]3[CH2:19][CH2:18][CH2:17][CH:10]3[C:11]=2[CH:12]=[C:13]([O:15][CH3:16])[CH:14]=1)=O.[H-].[Al+3].[Li+].[H-].[H-].[H-].O.[OH-].[Na+]. The product is [CH3:16][O:15][C:13]1[CH:12]=[C:11]2[C:6]([CH2:7][CH:8]([C:20]3[CH:21]=[CH:22][C:23]([O:26][CH3:27])=[CH:24][CH:25]=3)[CH:9]3[CH2:19][CH2:18][CH2:17][CH:10]32)=[C:5]([CH2:3][OH:2])[CH:14]=1. The catalyst is O1CCCC1. (6) The reactants are Cl[C:2]1[N:7]=[C:6]([Cl:8])[CH:5]=[CH:4][N:3]=1.[N+:9]([C:12]1[CH:17]=[CH:16][C:15]([OH:18])=[CH:14][CH:13]=1)([O-:11])=[O:10].C(=O)([O-])[O-].[K+].[K+]. The catalyst is CN(C)C=O.CCCCCC.C(OCC)(=O)C.O. The product is [Cl:8][C:6]1[CH:5]=[C:4]([O:18][C:15]2[CH:16]=[CH:17][C:12]([N+:9]([O-:11])=[O:10])=[CH:13][CH:14]=2)[N:3]=[CH:2][N:7]=1. The yield is 0.770. (7) The reactants are [CH3:1][C@H:2]1[CH2:7][CH2:6][CH2:5][CH2:4][NH:3]1.CN(C)C=O.F[C:14]1[CH:19]=[CH:18][C:17]([C:20]([F:23])([F:22])[F:21])=[CH:16][C:15]=1[N+:24]([O-:26])=[O:25]. The catalyst is O. The product is [N+:24]([C:15]1[CH:16]=[C:17]([C:20]([F:21])([F:22])[F:23])[CH:18]=[CH:19][C:14]=1[N:3]1[CH2:4][CH2:5][CH2:6][CH2:7][C@@H:2]1[CH3:1])([O-:26])=[O:25]. The yield is 0.992. (8) The reactants are Cl[C:2]1[C:11]([CH:12]=[O:13])=[CH:10][C:9]2[C:4](=[CH:5][C:6]([C:14]([F:17])([F:16])[F:15])=[CH:7][CH:8]=2)[N:3]=1.C(N(CC)CC)C.C(O)=O.O. The catalyst is CN(C=O)C.C1C=CC([P]([Pd]([P](C2C=CC=CC=2)(C2C=CC=CC=2)C2C=CC=CC=2)([P](C2C=CC=CC=2)(C2C=CC=CC=2)C2C=CC=CC=2)[P](C2C=CC=CC=2)(C2C=CC=CC=2)C2C=CC=CC=2)(C2C=CC=CC=2)C2C=CC=CC=2)=CC=1.CCOC(C)=O. The product is [F:16][C:14]([F:15])([F:17])[C:6]1[CH:5]=[C:4]2[C:9]([CH:10]=[C:11]([CH:12]=[O:13])[CH:2]=[N:3]2)=[CH:8][CH:7]=1. The yield is 0.320. (9) The product is [C:1]1([CH3:11])[CH:6]=[CH:5][C:4]([S:7]([N:12]2[CH2:16][CH2:15][C@H:14]([O:17][S:7]([C:22]3[CH:23]=[CH:6][C:1]([CH3:11])=[CH:2][CH:21]=3)(=[O:9])=[O:8])[CH2:13]2)(=[O:9])=[O:8])=[CH:3][CH:2]=1. The yield is 0.480. The reactants are [C:1]1([CH3:11])[CH:6]=[CH:5][C:4]([S:7](Cl)(=[O:9])=[O:8])=[CH:3][CH:2]=1.[NH:12]1[CH2:16][CH2:15][C@H:14]([OH:17])[CH2:13]1.ClCCl.[CH2:21](O)[CH2:22][CH3:23]. The catalyst is N1C=CC=CC=1. (10) The reactants are [NH:1]1[CH2:6][CH2:5][NH:4][CH2:3][CH2:2]1.[C:7](#[N:10])[CH:8]=[CH2:9]. The catalyst is O. The product is [N:1]1([CH2:9][CH2:8][C:7]#[N:10])[CH2:6][CH2:5][N:4]([CH2:9][CH2:8][C:7]#[N:10])[CH2:3][CH2:2]1. The yield is 0.947.